From a dataset of Full USPTO retrosynthesis dataset with 1.9M reactions from patents (1976-2016). Predict the reactants needed to synthesize the given product. (1) Given the product [Cl:1][C:2]1[CH:7]=[C:6]([Cl:8])[CH:5]=[CH:4][C:3]=1[C:9]1[C:10]([O:18][CH2:19][CH2:20][CH3:21])=[N:11][CH:12]=[C:13]([CH:17]=1)[C:14]([NH:44][C@@H:45]1[CH2:50][CH2:49][CH2:48][CH2:47][C@H:46]1[OH:51])=[O:16], predict the reactants needed to synthesize it. The reactants are: [Cl:1][C:2]1[CH:7]=[C:6]([Cl:8])[CH:5]=[CH:4][C:3]=1[C:9]1[C:10]([O:18][CH2:19][CH2:20][CH3:21])=[N:11][CH:12]=[C:13]([CH:17]=1)[C:14]([OH:16])=O.CN(C(ON1N=NC2C=CC=CC1=2)=[N+](C)C)C.[B-](F)(F)(F)F.[NH2:44][C@@H:45]1[CH2:50][CH2:49][CH2:48][CH2:47][C@H:46]1[OH:51].CCN(C(C)C)C(C)C. (2) Given the product [OH:1][C@@H:2]([C:5]1[CH:10]=[CH:9][CH:8]=[C:7]([O:11][C:12]2[CH:17]=[CH:16][CH:15]=[CH:14][CH:13]=2)[CH:6]=1)[C:3]#[N:4], predict the reactants needed to synthesize it. The reactants are: [OH:1][C@H:2]([C:5]1[CH:10]=[CH:9][CH:8]=[C:7]([O:11][C:12]2[CH:17]=[CH:16][CH:15]=[CH:14][CH:13]=2)[CH:6]=1)[C:3]#[N:4].C(OCCCC)(=O)CCC. (3) Given the product [CH3:23][C:17]1[CH:18]=[C:19]([CH3:22])[CH:20]=[CH:21][C:16]=1[N:13]1[CH2:14][CH2:15][N:10]([C:8]([C:5]2[CH:6]=[CH:7][C:2]([N:34]3[C@H:30]([CH2:29][OH:28])[CH2:31][CH2:32][C:33]3=[O:35])=[CH:3][C:4]=2[S:24]([CH3:27])(=[O:26])=[O:25])=[O:9])[CH2:11][CH2:12]1, predict the reactants needed to synthesize it. The reactants are: Br[C:2]1[CH:7]=[CH:6][C:5]([C:8]([N:10]2[CH2:15][CH2:14][N:13]([C:16]3[CH:21]=[CH:20][C:19]([CH3:22])=[CH:18][C:17]=3[CH3:23])[CH2:12][CH2:11]2)=[O:9])=[C:4]([S:24]([CH3:27])(=[O:26])=[O:25])[CH:3]=1.[OH:28][CH2:29][CH:30]1[NH:34][C:33](=[O:35])[CH2:32][CH2:31]1. (4) Given the product [CH2:20]([C:21]1[O:18][C:5]2[C:6]([C:8](=[O:17])[C:9]=1[C:10]1[CH:15]=[CH:14][CH:13]=[C:12]([F:16])[CH:11]=1)=[CH:7][C:2]([F:1])=[CH:3][CH:4]=2)[CH3:19], predict the reactants needed to synthesize it. The reactants are: [F:1][C:2]1[CH:3]=[CH:4][C:5]([OH:18])=[C:6]([C:8](=[O:17])[CH2:9][C:10]2[CH:15]=[CH:14][CH:13]=[C:12]([F:16])[CH:11]=2)[CH:7]=1.[C:19](OC(=O)CC)(=O)[CH2:20][CH3:21].Cl. (5) Given the product [CH3:18][O:19][C:20](=[O:41])[C:21]1[CH:26]=[CH:25][C:24]([OH:27])=[CH:23][C:22]=1[NH:28][C:9](=[O:11])/[CH:8]=[CH:7]/[C:4]1[CH:3]=[CH:2][C:1]([C:12]2[CH:17]=[CH:16][CH:15]=[CH:14][CH:13]=2)=[CH:6][CH:5]=1, predict the reactants needed to synthesize it. The reactants are: [C:1]1([C:12]2[CH:17]=[CH:16][CH:15]=[CH:14][CH:13]=2)[CH:6]=[CH:5][C:4]([CH:7]=[CH:8][C:9]([OH:11])=O)=[CH:3][CH:2]=1.[CH3:18][O:19][C:20](=[O:41])[C:21]1[CH:26]=[CH:25][C:24]([OH:27])=[CH:23][C:22]=1[NH:28]C(C1C2C(=CC=CC=2)C=CC=1)=O.C([O-])(O)=O.[Na+].